Task: Predict the reactants needed to synthesize the given product.. Dataset: Full USPTO retrosynthesis dataset with 1.9M reactions from patents (1976-2016) (1) The reactants are: C(N(CC)CC)C.[CH3:8][O:9][C:10]1[CH:19]=[C:18]2[C:13]([CH:14]=[N:15][N:16]=[C:17]2[O:20][CH2:21][CH:22]2[CH2:27][CH2:26][NH:25][CH2:24][CH2:23]2)=[CH:12][CH:11]=1.Cl[CH2:29][C:30]([C:32]1[CH:33]=[CH:34][C:35]2[O:40][CH2:39][C:38](=[O:41])[NH:37][C:36]=2[CH:42]=1)=[O:31]. Given the product [CH3:8][O:9][C:10]1[CH:19]=[C:18]2[C:13]([CH:14]=[N:15][N:16]=[C:17]2[O:20][CH2:21][CH:22]2[CH2:27][CH2:26][N:25]([CH2:29][C:30]([C:32]3[CH:33]=[CH:34][C:35]4[O:40][CH2:39][C:38](=[O:41])[NH:37][C:36]=4[CH:42]=3)=[O:31])[CH2:24][CH2:23]2)=[CH:12][CH:11]=1, predict the reactants needed to synthesize it. (2) Given the product [Br:1][C:2]1[C:3]([NH:19][CH2:26][CH3:27])=[C:4]([NH:16][C:23](=[O:25])[CH2:22][C:20]#[N:21])[CH:5]=[N:6][C:7]=1[O:8][C:9]1[CH:10]=[CH:11][C:12]([F:15])=[CH:13][CH:14]=1, predict the reactants needed to synthesize it. The reactants are: [Br:1][C:2]1[C:7]([O:8][C:9]2[CH:14]=[CH:13][C:12]([F:15])=[CH:11][CH:10]=2)=[N:6][CH2:5][C:4](CC)([NH2:16])[C:3]=1[NH2:19].[C:20]([CH2:22][C:23]([OH:25])=O)#[N:21].[CH2:26](Cl)[CH2:27]Cl.CCN(CC)CC. (3) Given the product [OH:15][CH2:14][C:10]1[CH:9]=[C:8]([C:5]2[N:4]=[CH:3][C:2](/[CH:18]=[CH:17]/[CH2:16][NH:19][C:20](=[O:26])[O:21][CH2:22][CH2:25][CH2:27][CH3:28])=[CH:7][N:6]=2)[CH:13]=[CH:12][CH:11]=1, predict the reactants needed to synthesize it. The reactants are: Br[C:2]1[CH:3]=[N:4][C:5]([C:8]2[CH:9]=[C:10]([CH2:14][OH:15])[CH:11]=[CH:12][CH:13]=2)=[N:6][CH:7]=1.[CH2:16]([NH:19][C:20](=[O:26])[O:21][C:22]([CH3:25])(C)C)[CH:17]=[CH2:18].[C:27]1(P(C2C=CC=CC=2)C2C=CC=CC=2)C=CC=C[CH:28]=1.C([O-])(=O)C.[K+]. (4) The reactants are: [Br:1][C:2]1[CH:14]=[CH:13][C:12]([C:15](=[O:17])[NH2:16])=[C:11]2[C:3]=1[C:4]1[CH:5]=[CH:6][C:7]([C:18]([O:20][CH2:21][CH3:22])=[O:19])=[CH:8][C:9]=1[NH:10]2.[F:23][B-](F)(F)F.F[B-](F)(F)F.ClC[N+]12CC[N+](F)(CC1)CC2. Given the product [Br:1][C:2]1[CH:14]=[CH:13][C:12]([C:15](=[O:17])[NH2:16])=[C:11]2[C:3]=1[C:4]1[CH:5]=[C:6]([F:23])[C:7]([C:18]([O:20][CH2:21][CH3:22])=[O:19])=[CH:8][C:9]=1[NH:10]2, predict the reactants needed to synthesize it. (5) Given the product [F:22][C:18]1[CH:17]=[C:16]([CH:21]=[CH:20][CH:19]=1)[CH2:15][O:14][C:11]1[CH:12]=[CH:13][C:8]([NH:7][C:5](=[O:6])[CH2:4][C:3]([NH2:25])=[O:2])=[CH:9][CH:10]=1, predict the reactants needed to synthesize it. The reactants are: C[O:2][C:3](=O)[CH2:4][C:5]([NH:7][C:8]1[CH:13]=[CH:12][C:11]([O:14][CH2:15][C:16]2[CH:21]=[CH:20][CH:19]=[C:18]([F:22])[CH:17]=2)=[CH:10][CH:9]=1)=[O:6].[OH-].[NH4+:25].